From a dataset of Reaction yield outcomes from USPTO patents with 853,638 reactions. Predict the reaction yield, written as a fraction of the theoretical maximum amount of product (1.0 means a 100% yield; for example, 0.34 means a 34% yield). (1) The reactants are [CH:1]([C:3]1[NH:7][C:6]([CH3:8])=[C:5]([C:9]([OH:11])=O)[C:4]=1[CH3:12])=[O:2].[NH2:13][CH2:14][CH2:15][N:16]1[CH2:20][CH2:19][CH2:18][CH2:17]1. No catalyst specified. The product is [N:16]1([CH2:15][CH2:14][NH:13][C:9]([C:5]2[C:4]([CH3:12])=[C:3]([CH:1]=[O:2])[NH:7][C:6]=2[CH3:8])=[O:11])[CH2:20][CH2:19][CH2:18][CH2:17]1. The yield is 0.730. (2) The reactants are C1(C(NC2C(C(N)=[O:15])=CN=C(SC)N=2)(C)C)CC1.C1C=C(Cl)C=C(C(OO)=O)C=1.[CH:30]1([C:33]([NH:36][C:37]2[C:42]([C:43]([NH2:45])=[O:44])=[CH:41][N:40]=[C:39]([S:46]([CH3:48])=[O:47])[N:38]=2)([CH3:35])[CH3:34])[CH2:32][CH2:31]1. The catalyst is C1COCC1. The product is [CH:30]1([C:33]([NH:36][C:37]2[C:42]([C:43]([NH2:45])=[O:44])=[CH:41][N:40]=[C:39]([S:46]([CH3:48])(=[O:15])=[O:47])[N:38]=2)([CH3:35])[CH3:34])[CH2:32][CH2:31]1. The yield is 0.900. (3) The reactants are [CH3:1][N:2]([CH3:11])[C:3]1[CH:10]=[CH:9][C:6]([O:7][CH3:8])=[CH:5][CH:4]=1.[N:12]([O-])=[O:13].[Na+]. The catalyst is Cl.O.CC([O-])=O.[Na+]. The product is [CH3:11][N:2]([C:3]1[CH:10]=[CH:9][C:6]([O:7][CH3:8])=[CH:5][C:4]=1[N:12]=[O:13])[CH3:1]. The yield is 1.00. (4) The reactants are [NH2:1][C:2]1[CH:10]=[CH:9][C:5]([C:6]([NH2:8])=[O:7])=[CH:4][CH:3]=1.[N+:11]([C:14]1[CH:15]=[C:16]([CH:19]=[CH:20][CH:21]=1)[CH:17]=O)([O-:13])=[O:12].C(O)(=O)C.C(O[BH-](OC(=O)C)OC(=O)C)(=O)C.[Na+].C(=O)([O-])O.[Na+]. The catalyst is ClCCCl. The product is [N+:11]([C:14]1[CH:15]=[C:16]([CH:19]=[CH:20][CH:21]=1)[CH2:17][NH:1][C:2]1[CH:10]=[CH:9][C:5]([C:6]([NH2:8])=[O:7])=[CH:4][CH:3]=1)([O-:13])=[O:12]. The yield is 0.190. (5) No catalyst specified. The reactants are [F:1][C:2]1[CH:7]=[CH:6][CH:5]=[C:4]([O:8][CH3:9])[C:3]=1[OH:10].F[C:12]1[CH:13]=[C:14](C)[CH:15]=[CH:16][C:17]=1[N+:18]([O-:20])=[O:19].F[C:23]1C=CC(N)=[C:25]([O:30]C2C(OC)=CC=CC=2F)C=1.[F:40][C:41]1[CH:55]=[CH:54][CH:53]=[C:52]([O:56][CH3:57])[C:42]=1[O:43][C:44]1[CH:50]=[C:49]([CH3:51])[CH:48]=[CH:47][C:45]=1[NH2:46].[NH2:58][C:59]1[S:60][CH:61]=[CH:62][N:63]=1. The yield is 0.650. The product is [F:1][C:2]1[CH:7]=[CH:6][CH:5]=[C:4]([O:8][CH3:9])[C:3]=1[O:10][C:16]1[C:17]([N+:18]([O-:20])=[O:19])=[C:12]([CH3:23])[CH:13]=[CH:14][CH:15]=1.[F:40][C:41]1[CH:55]=[CH:54][CH:53]=[C:52]([O:56][CH3:57])[C:42]=1[O:43][C:44]1[CH:50]=[C:49]([CH3:51])[CH:48]=[CH:47][C:45]=1[NH:46][C:25]([NH:58][C:59]1[S:60][CH:61]=[CH:62][N:63]=1)=[O:30]. (6) The reactants are C([Li])CCC.C(NC(C)C)(C)C.[F:13][C:14]1[CH:19]=[CH:18][CH:17]=[CH:16][N:15]=1.[C:20]([N:39]1[CH:43]=[C:42]([CH:44]=[O:45])[N:41]=[CH:40]1)([C:33]1[CH:38]=[CH:37][CH:36]=[CH:35][CH:34]=1)([C:27]1[CH:32]=[CH:31][CH:30]=[CH:29][CH:28]=1)[C:21]1[CH:26]=[CH:25][CH:24]=[CH:23][CH:22]=1. The catalyst is O1CCCC1. The product is [F:13][C:14]1[C:19]([CH:44]([C:42]2[N:41]=[CH:40][N:39]([C:20]([C:21]3[CH:26]=[CH:25][CH:24]=[CH:23][CH:22]=3)([C:27]3[CH:28]=[CH:29][CH:30]=[CH:31][CH:32]=3)[C:33]3[CH:38]=[CH:37][CH:36]=[CH:35][CH:34]=3)[CH:43]=2)[OH:45])=[CH:18][CH:17]=[CH:16][N:15]=1. The yield is 0.220.